This data is from Forward reaction prediction with 1.9M reactions from USPTO patents (1976-2016). The task is: Predict the product of the given reaction. (1) Given the reactants [Cl:1][C:2]1[N:7]=[C:6]([NH:8][CH:9]2[CH2:15][CH2:14][CH2:13][CH2:12][CH2:11][CH2:10]2)[C:5]([C:16]#[C:17][CH2:18][OH:19])=[CH:4][N:3]=1.CCCC[N+](CCCC)(CCCC)CCCC.[F-], predict the reaction product. The product is: [Cl:1][C:2]1[N:3]=[CH:4][C:5]2[CH:16]=[C:17]([CH2:18][OH:19])[N:8]([CH:9]3[CH2:15][CH2:14][CH2:13][CH2:12][CH2:11][CH2:10]3)[C:6]=2[N:7]=1. (2) Given the reactants [NH2:1][C:2]1[CH:3]=[N:4][CH:5]=[CH:6][C:7]=1[C:8]1[O:9][C:10]2[CH:16]=[CH:15][C:14]([C:17]([F:20])([F:19])[F:18])=[CH:13][C:11]=2[N:12]=1.[F:21][C:22]([F:33])([F:32])[C:23](O[C:23](=[O:24])[C:22]([F:33])([F:32])[F:21])=[O:24].C(=O)([O-])O.[Na+], predict the reaction product. The product is: [F:21][C:22]([F:33])([F:32])[C:23]([NH:1][C:2]1[CH:3]=[N:4][CH:5]=[CH:6][C:7]=1[C:8]1[O:9][C:10]2[CH:16]=[CH:15][C:14]([C:17]([F:20])([F:19])[F:18])=[CH:13][C:11]=2[N:12]=1)=[O:24]. (3) Given the reactants [C:1]([C:5]1[CH:6]=[C:7]([NH2:21])[N:8]([C:10]2[CH:15]=[CH:14][C:13]([O:16][CH2:17][CH2:18][O:19][CH3:20])=[CH:12][CH:11]=2)[N:9]=1)([CH3:4])([CH3:3])[CH3:2].[N:22]1[CH:27]=[CH:26][C:25]([O:28][C:29]2[CH:34]=[CH:33][C:32]([NH2:35])=[CH:31][CH:30]=2)=[CH:24][CH:23]=1.C[CH2:37][O:38]C(C)=O, predict the reaction product. The product is: [C:1]([C:5]1[CH:6]=[C:7]([NH:21][C:37]([NH:35][C:32]2[CH:33]=[CH:34][C:29]([O:28][C:25]3[CH:24]=[CH:23][N:22]=[CH:27][CH:26]=3)=[CH:30][CH:31]=2)=[O:38])[N:8]([C:10]2[CH:15]=[CH:14][C:13]([O:16][CH2:17][CH2:18][O:19][CH3:20])=[CH:12][CH:11]=2)[N:9]=1)([CH3:4])([CH3:2])[CH3:3]. (4) Given the reactants [CH3:1][O:2][C:3]1[CH:4]=[C:5]([CH:18]=[CH:19][CH:20]=1)[CH2:6][O:7][C:8]1[CH:17]=[CH:16][C:11]([C:12]([O:14]C)=[O:13])=[CH:10][CH:9]=1.[Li+].[OH-], predict the reaction product. The product is: [CH3:1][O:2][C:3]1[CH:4]=[C:5]([CH:18]=[CH:19][CH:20]=1)[CH2:6][O:7][C:8]1[CH:17]=[CH:16][C:11]([C:12]([OH:14])=[O:13])=[CH:10][CH:9]=1. (5) Given the reactants [Si]([O:8][CH:9]1[CH2:14][N:13]2[C:15]([C:18]3[CH:23]=[CH:22][C:21]([C:24]4[O:28][C:27]([CH3:29])=[N:26][CH:25]=4)=[C:20]([O:30][CH3:31])[CH:19]=3)=[N:16][N:17]=[C:12]2[CH:11]([C:32]2[CH:37]=[CH:36][C:35]([F:38])=[C:34]([F:39])[CH:33]=2)[CH2:10]1)(C(C)(C)C)(C)C.[H-].[Na+].[CH2:42]=[O:43].O, predict the reaction product. The product is: [F:39][C:34]1[CH:33]=[C:32]([C:11]2([CH2:42][OH:43])[CH2:10][CH:9]([OH:8])[CH2:14][N:13]3[C:15]([C:18]4[CH:23]=[CH:22][C:21]([C:24]5[O:28][C:27]([CH3:29])=[N:26][CH:25]=5)=[C:20]([O:30][CH3:31])[CH:19]=4)=[N:16][N:17]=[C:12]23)[CH:37]=[CH:36][C:35]=1[F:38].